Dataset: Full USPTO retrosynthesis dataset with 1.9M reactions from patents (1976-2016). Task: Predict the reactants needed to synthesize the given product. (1) The reactants are: [BH4-].[Na+].[CH3:3][N:4]([CH3:19])[C:5]1[CH:10]=[CH:9][C:8]([N:11]=[CH:12][C:13]2[CH:18]=[CH:17][CH:16]=[CH:15][N:14]=2)=[CH:7][CH:6]=1. Given the product [CH3:3][N:4]([CH3:19])[C:5]1[CH:6]=[CH:7][C:8]([NH:11][CH2:12][C:13]2[CH:18]=[CH:17][CH:16]=[CH:15][N:14]=2)=[CH:9][CH:10]=1, predict the reactants needed to synthesize it. (2) Given the product [C:23]([C:22]1[CH:26]=[CH:27][C:19]([O:12][C:11]2[CH:10]=[C:9]3[C:4]([CH:5]([C:13]([O:15][CH2:16][CH3:17])=[O:14])[CH2:6][CH2:7][O:8]3)=[CH:3][C:2]=2[Cl:1])=[C:20]([N+:28]([O-:30])=[O:29])[CH:21]=1)(=[O:24])[NH2:25], predict the reactants needed to synthesize it. The reactants are: [Cl:1][C:2]1[CH:3]=[C:4]2[C:9](=[CH:10][C:11]=1[OH:12])[O:8][CH2:7][CH2:6][CH:5]2[C:13]([O:15][CH2:16][CH3:17])=[O:14].Cl[C:19]1[CH:27]=[CH:26][C:22]([C:23]([NH2:25])=[O:24])=[CH:21][C:20]=1[N+:28]([O-:30])=[O:29].C(=O)([O-])[O-].[K+].[K+]. (3) Given the product [OH:12][C:5]1[C:4]2[C:9](=[CH:10][CH:11]=[C:2]([C:51]([O:54][CH2:55][CH2:56][Si:58]([CH3:62])([CH3:59])[CH3:57])=[O:53])[CH:3]=2)[CH:8]=[N:7][CH:6]=1, predict the reactants needed to synthesize it. The reactants are: Br[C:2]1[CH:3]=[C:4]2[C:9](=[CH:10][CH:11]=1)[CH:8]=[N:7][CH:6]=[C:5]2[OH:12].C(N(C(C)C)CC)(C)C.C1(P(C2C=CC=CC=2)CCCP(C2C=CC=CC=2)C2C=CC=CC=2)C=CC=CC=1.[C:51]([O:54][CH2:55][CH3:56])(=[O:53])C.[CH3:57][Si:58](C)([CH3:62])[CH2:59]CO. (4) Given the product [CH2:1]([N:8]([CH2:12][C:13]1[CH:18]=[C:17]([C:19]([F:22])([F:21])[F:20])[CH:16]=[CH:15][C:14]=1[B:24]1[O:28][C:27]([CH3:30])([CH3:29])[C:26]([CH3:32])([CH3:31])[O:25]1)[C:9](=[O:11])[CH3:10])[C:2]1[CH:7]=[CH:6][CH:5]=[CH:4][CH:3]=1, predict the reactants needed to synthesize it. The reactants are: [CH2:1]([N:8]([CH2:12][C:13]1[CH:18]=[C:17]([C:19]([F:22])([F:21])[F:20])[CH:16]=[CH:15][C:14]=1Br)[C:9](=[O:11])[CH3:10])[C:2]1[CH:7]=[CH:6][CH:5]=[CH:4][CH:3]=1.[B:24]1([B:24]2[O:28][C:27]([CH3:30])([CH3:29])[C:26]([CH3:32])([CH3:31])[O:25]2)[O:28][C:27]([CH3:30])([CH3:29])[C:26]([CH3:32])([CH3:31])[O:25]1. (5) Given the product [C:12]([O:16][C:17](=[O:31])[NH:18][CH2:19][CH:20]([O:11][C:5]1[CH:6]=[C:7]([F:10])[CH:8]=[CH:9][C:4]=1[N+:1]([O-:3])=[O:2])[CH2:21][NH:22][C:23]([O:25][C:26]([CH3:29])([CH3:28])[CH3:27])=[O:24])([CH3:14])([CH3:15])[CH3:13], predict the reactants needed to synthesize it. The reactants are: [N+:1]([C:4]1[CH:9]=[CH:8][C:7]([F:10])=[CH:6][C:5]=1[OH:11])([O-:3])=[O:2].[C:12]([O:16][C:17](=[O:31])[NH:18][CH2:19][CH:20](O)[CH2:21][NH:22][C:23]([O:25][C:26]([CH3:29])([CH3:28])[CH3:27])=[O:24])([CH3:15])([CH3:14])[CH3:13].C1(P(C2C=CC=CC=2)C2C=CC=CC=2)C=CC=CC=1.C(OC(N=NC(OC(C)(C)C)=O)=O)(C)(C)C. (6) Given the product [NH4+:7].[OH-:13].[C:1]([C:5]1[S:9][C:8](=[NH:10])[N:7]([CH2:15][CH2:14][O:13][CH3:12])[C:6]=1[CH3:11])([CH3:4])([CH3:3])[CH3:2].[NH3:7], predict the reactants needed to synthesize it. The reactants are: [C:1]([C:5]1[S:9][C:8]([NH2:10])=[N:7][C:6]=1[CH3:11])([CH3:4])([CH3:3])[CH3:2].[CH3:12][O:13][CH2:14][CH2:15]Br.